Dataset: Forward reaction prediction with 1.9M reactions from USPTO patents (1976-2016). Task: Predict the product of the given reaction. (1) Given the reactants Br[CH2:2][C:3]([C:5]1[CH:10]=[C:9]([Br:11])[CH:8]=[CH:7][C:6]=1[O:12][CH3:13])=[O:4].[C:14]([O-:17])(=[O:16])[CH3:15].[Na+], predict the reaction product. The product is: [Br:11][C:9]1[CH:8]=[CH:7][C:6]([O:12][CH3:13])=[C:5]([C:3](=[O:4])[CH2:2][O:17][C:14](=[O:16])[CH3:15])[CH:10]=1. (2) Given the reactants [C:1](Cl)(=[O:8])[C:2]1[CH:7]=[CH:6][CH:5]=[CH:4][CH:3]=1.ClCCl.[Cl-].[Al+3].[Cl-].[Cl-].[CH3:17][C:18]1[O:19][CH:20]=[CH:21][CH:22]=1, predict the reaction product. The product is: [CH3:17][C:18]1[O:19][C:20]([C:1]([C:2]2[CH:7]=[CH:6][CH:5]=[CH:4][CH:3]=2)=[O:8])=[CH:21][CH:22]=1. (3) Given the reactants Cl[CH2:2][CH2:3][O:4][C:5]1[CH:14]=[C:13]2[C:8]([C:9]([O:15][C:16]3[CH:21]=[CH:20][C:19]([CH3:22])=[CH:18][C:17]=3[C:23]([C:25]3[CH:30]=[CH:29][CH:28]=[CH:27][CH:26]=3)=[O:24])=[CH:10][CH:11]=[N:12]2)=[CH:7][C:6]=1[O:31][CH3:32].[NH:33]1[CH2:38][CH2:37][CH:36]([CH2:39][OH:40])[CH2:35][CH2:34]1.C(=O)([O-])[O-].[K+].[K+].O, predict the reaction product. The product is: [OH:40][CH2:39][CH:36]1[CH2:37][CH2:38][N:33]([CH2:2][CH2:3][O:4][C:5]2[CH:14]=[C:13]3[C:8]([C:9]([O:15][C:16]4[CH:21]=[CH:20][C:19]([CH3:22])=[CH:18][C:17]=4[C:23]([C:25]4[CH:30]=[CH:29][CH:28]=[CH:27][CH:26]=4)=[O:24])=[CH:10][CH:11]=[N:12]3)=[CH:7][C:6]=2[O:31][CH3:32])[CH2:34][CH2:35]1. (4) Given the reactants O=P(Cl)(Cl)Cl.[N+:6]([C:9]1[CH:14]=[CH:13][CH:12]=[CH:11][C:10]=1[C:15]1[N:16]=[C:17]2[CH:22]=[CH:21][CH:20]=[CH:19][N:18]2[CH:23]=1)([O-:8])=[O:7].CN([CH:27]=[O:28])C, predict the reaction product. The product is: [N+:6]([C:9]1[CH:14]=[CH:13][CH:12]=[CH:11][C:10]=1[C:15]1[N:16]=[C:17]2[CH:22]=[CH:21][CH:20]=[CH:19][N:18]2[C:23]=1[CH:27]=[O:28])([O-:8])=[O:7]. (5) Given the reactants [Cl:1][C:2]1[CH:7]=[CH:6][C:5]([NH:8][C:9]([NH:11][C:12]2[N:13]=[C:14]([C:21]([OH:23])=O)[N:15]([CH2:17][CH:18]3[CH2:20][CH2:19]3)[CH:16]=2)=[O:10])=[C:4]([CH3:24])[CH:3]=1.CN(C(ON1N=NC2C=CC=CC1=2)=[N+](C)C)C.F[P-](F)(F)(F)(F)F.C(N(CC)CC)C.[N:56]1([CH2:62][CH2:63][CH2:64][NH2:65])[CH2:61][CH2:60][O:59][CH2:58][CH2:57]1, predict the reaction product. The product is: [Cl:1][C:2]1[CH:7]=[CH:6][C:5]([NH:8][C:9]([NH:11][C:12]2[N:13]=[C:14]([C:21]([NH:65][CH2:64][CH2:63][CH2:62][N:56]3[CH2:61][CH2:60][O:59][CH2:58][CH2:57]3)=[O:23])[N:15]([CH2:17][CH:18]3[CH2:20][CH2:19]3)[CH:16]=2)=[O:10])=[C:4]([CH3:24])[CH:3]=1. (6) Given the reactants [CH3:1][O:2][C:3]1[CH:11]=[CH:10][CH:9]=[C:8]([O:12][CH3:13])[C:4]=1[C:5](Cl)=[O:6].[Cl:14][C:15]1[CH:16]=[C:17]([CH:23]=[CH:24][CH:25]=1)[CH2:18][S:19][CH2:20][CH2:21][NH2:22], predict the reaction product. The product is: [Cl:14][C:15]1[CH:16]=[C:17]([CH:23]=[CH:24][CH:25]=1)[CH2:18][S:19][CH2:20][CH2:21][NH:22][C:5](=[O:6])[C:4]1[C:3]([O:2][CH3:1])=[CH:11][CH:10]=[CH:9][C:8]=1[O:12][CH3:13]. (7) Given the reactants [NH2:1][CH2:2][CH:3]1[CH2:8][CH2:7][N:6]([CH2:9][CH2:10][NH:11][C:12](=[O:18])[O:13][C:14]([CH3:17])([CH3:16])[CH3:15])[CH2:5][CH2:4]1.C(Cl)Cl.[F:22][C:23]1([F:35])[O:27][C:26]2[CH:28]=[CH:29][C:30]([C:32](Cl)=[O:33])=[CH:31][C:25]=2[O:24]1.C([O-])(O)=O.[Na+], predict the reaction product. The product is: [F:35][C:23]1([F:22])[O:27][C:26]2[CH:28]=[CH:29][C:30]([C:32]([NH:1][CH2:2][CH:3]3[CH2:8][CH2:7][N:6]([CH2:9][CH2:10][NH:11][C:12](=[O:18])[O:13][C:14]([CH3:15])([CH3:17])[CH3:16])[CH2:5][CH2:4]3)=[O:33])=[CH:31][C:25]=2[O:24]1.